Dataset: Catalyst prediction with 721,799 reactions and 888 catalyst types from USPTO. Task: Predict which catalyst facilitates the given reaction. (1) Reactant: Br[CH2:2][C:3]1[CH:10]=[C:9]([Cl:11])[CH:8]=[C:7]([Cl:12])[C:4]=1[C:5]#[N:6].[CH3:13][C:14]([O-:16])=[O:15].[Na+]. Product: [C:14]([O:16][CH2:2][C:3]1[CH:10]=[C:9]([Cl:11])[CH:8]=[C:7]([Cl:12])[C:4]=1[C:5]#[N:6])(=[O:15])[CH3:13]. The catalyst class is: 52. (2) Reactant: [C:1]([N:5]1[CH2:10][C@@H:9]2[CH2:11][C@H:6]1[CH2:7][NH:8]2)([CH3:4])([CH3:3])[CH3:2].CCN(C(C)C)C(C)C.Cl[C:22]1[N:27]2[CH:28]=[CH:29][N:30]=[C:26]2[CH:25]=[C:24]([C:31]2[CH:36]=[CH:35][N:34]=[C:33]([Cl:37])[CH:32]=2)[N:23]=1. Product: [Cl:37][C:33]1[CH:32]=[C:31]([C:24]2[N:23]=[C:22]([N:8]3[CH2:7][C@@H:6]4[CH2:11][C@H:9]3[CH2:10][N:5]4[C:1]([CH3:4])([CH3:2])[CH3:3])[N:27]3[CH:28]=[CH:29][N:30]=[C:26]3[CH:25]=2)[CH:36]=[CH:35][N:34]=1. The catalyst class is: 2.